This data is from Forward reaction prediction with 1.9M reactions from USPTO patents (1976-2016). The task is: Predict the product of the given reaction. The product is: [Cl:1][C:2]1[C:3]([N:13]2[CH2:18][CH2:17][N:16]([C:20]([NH:19][CH2:22][C:23]3[CH:28]=[CH:27][C:26]([CH3:29])=[CH:25][CH:24]=3)=[O:21])[CH2:15][CH2:14]2)=[N:4][CH:5]=[C:6]([CH:12]=1)[C:7]([O:9][CH2:10][CH3:11])=[O:8]. Given the reactants [Cl:1][C:2]1[C:3]([N:13]2[CH2:18][CH2:17][NH:16][CH2:15][CH2:14]2)=[N:4][CH:5]=[C:6]([CH:12]=1)[C:7]([O:9][CH2:10][CH3:11])=[O:8].[N:19]([CH2:22][C:23]1[CH:28]=[CH:27][C:26]([CH3:29])=[CH:25][CH:24]=1)=[C:20]=[O:21], predict the reaction product.